This data is from Forward reaction prediction with 1.9M reactions from USPTO patents (1976-2016). The task is: Predict the product of the given reaction. (1) Given the reactants [Cl:1][C:2]1[N:7]=[C:6]([C:8]([O:10][CH3:11])=[O:9])[C:5]([N+:12]([O-])=O)=[C:4]([Cl:15])[N:3]=1, predict the reaction product. The product is: [NH2:12][C:5]1[C:6]([C:8]([O:10][CH3:11])=[O:9])=[N:7][C:2]([Cl:1])=[N:3][C:4]=1[Cl:15]. (2) Given the reactants C([O:5][C:6]1[CH:7]=[C:8]([C@@H:19]([OH:32])[CH2:20][NH:21][C:22]([CH3:31])([CH3:30])[CH2:23][C:24]2[CH:29]=[CH:28][CH:27]=[CH:26][CH:25]=2)[C:9]2[S:13][C:12]([O:14]C(C)C)=[N:11][C:10]=2[CH:18]=1)(C)(C)C, predict the reaction product. The product is: [CH3:31][C:22]([NH:21][CH2:20][C@@H:19]([C:8]1[C:9]2[S:13][C:12](=[O:14])[NH:11][C:10]=2[CH:18]=[C:6]([OH:5])[CH:7]=1)[OH:32])([CH3:30])[CH2:23][C:24]1[CH:29]=[CH:28][CH:27]=[CH:26][CH:25]=1. (3) Given the reactants [CH3:1][O:2][C:3]1[CH:4]=[C:5]([NH:15][C:16]2[N:21]=[C:20]([C:22](=[O:24])[CH3:23])[C:19]([CH3:25])=[C:18]([CH2:26][O:27][CH2:28][C:29]([F:32])([F:31])[F:30])[N:17]=2)[CH:6]=[CH:7][C:8]=1[N:9]1[CH:13]=[C:12]([CH3:14])[N:11]=[CH:10]1.[BH4-].[Na+].C(O)(=O)C, predict the reaction product. The product is: [CH3:1][O:2][C:3]1[CH:4]=[C:5]([NH:15][C:16]2[N:21]=[C:20]([CH:22]([OH:24])[CH3:23])[C:19]([CH3:25])=[C:18]([CH2:26][O:27][CH2:28][C:29]([F:30])([F:31])[F:32])[N:17]=2)[CH:6]=[CH:7][C:8]=1[N:9]1[CH:13]=[C:12]([CH3:14])[N:11]=[CH:10]1. (4) Given the reactants C([O:5][C:6](=[O:27])[C:7]([S:10][C:11]1[S:12][CH:13]=[C:14]([CH2:16][CH2:17][NH:18][C:19]2[N:24]=[CH:23][C:22]([CH2:25][CH3:26])=[CH:21][N:20]=2)[N:15]=1)([CH3:9])[CH3:8])(C)(C)C.I[CH2:29][CH2:30][CH2:31][CH2:32][CH2:33][CH2:34][CH2:35][CH2:36][CH3:37].[BrH:38].C(O)(=O)C, predict the reaction product. The product is: [BrH:38].[CH2:25]([C:22]1[CH:23]=[N:24][C:19]([N:18]([CH2:29][CH2:30][CH2:31][CH2:32][CH2:33][CH2:34][CH2:35][CH2:36][CH3:37])[CH2:17][CH2:16][C:14]2[N:15]=[C:11]([S:10][C:7]([CH3:8])([CH3:9])[C:6]([OH:5])=[O:27])[S:12][CH:13]=2)=[N:20][CH:21]=1)[CH3:26]. (5) Given the reactants [O:1]=[C:2]([N:10]1[CH2:14][CH2:13][CH2:12][C@H:11]1[C:15]([OH:17])=O)[C:3](=[O:9])[C:4]([CH3:8])([CH3:7])[CH2:5][CH3:6].COC(=O)[C@@H]1CCCN1.[NH:27]([C:29]1[CH:34]=[CH:33][CH:32]=[CH:31][N:30]=1)[NH2:28].C1CN([P+](Br)(N2CCCC2)N2CCCC2)CC1.F[P-](F)(F)(F)(F)F.CCN(C(C)C)C(C)C, predict the reaction product. The product is: [N:30]1[CH:31]=[CH:32][CH:33]=[CH:34][C:29]=1[NH:27][NH:28][C:15]([CH:11]1[CH2:12][CH2:13][CH2:14][N:10]1[C:2](=[O:1])[C:3](=[O:9])[C:4]([CH3:7])([CH3:8])[CH2:5][CH3:6])=[O:17]. (6) Given the reactants O[N:2]=[C:3]1[CH2:8][CH2:7][CH:6]([C:9]([O:11][CH2:12][CH3:13])=[O:10])[CH2:5][CH2:4]1.S(=O)(=O)(O)[OH:15], predict the reaction product. The product is: [O:15]=[C:3]1[NH:2][CH2:8][CH2:7][CH:6]([C:9]([O:11][CH2:12][CH3:13])=[O:10])[CH2:5][CH2:4]1.